Task: Predict the reaction yield, written as a fraction of the theoretical maximum amount of product (1.0 means a 100% yield; for example, 0.34 means a 34% yield).. Dataset: Reaction yield outcomes from USPTO patents with 853,638 reactions (1) The reactants are C([O:5][C:6](=[O:30])[C:7]1[CH:12]=[C:11]([O:13][C:14]2[CH:19]=[CH:18][CH:17]=[C:16]([O:20][C:21]3[CH:26]=[CH:25][C:24]([F:27])=[C:23]([F:28])[CH:22]=3)[CH:15]=2)[CH:10]=[CH:9][C:8]=1[NH2:29])(C)(C)C.[F:31][C:32]1[CH:33]=[C:34](Br)[CH:35]=[CH:36][C:37]=1[F:38]. No catalyst specified. The product is [F:28][C:23]1[CH:22]=[C:21]([CH:26]=[CH:25][C:24]=1[F:27])[O:20][C:16]1[CH:15]=[C:14]([CH:19]=[CH:18][CH:17]=1)[O:13][C:11]1[CH:10]=[CH:9][C:8]([NH:29][C:35]2[CH:34]=[CH:33][C:32]([F:31])=[C:37]([F:38])[CH:36]=2)=[C:7]([CH:12]=1)[C:6]([OH:5])=[O:30]. The yield is 0.780. (2) The reactants are [OH:1][C@:2]1([C:18]#[C:19][CH3:20])[C@H:6]([OH:7])[C@@H:5]([CH2:8][OH:9])[O:4][C@H:3]1[N:10]1[CH:15]=[CH:14][C:13](=[O:16])[NH:12][C:11]1=[O:17].C([Mg]Cl)(C)(C)C.FC1C(F)=C(F)C(F)=C(F)C=1O[C:31]1[CH:48]=[CH:47][CH:46]=[CH:45][C:32]=1[O:33][P:34](=[N:36][C@@H:37]([CH3:44])[C:38]([O:40][CH:41]([CH3:43])[CH3:42])=[O:39])=[O:35]. The catalyst is C1COCC1. The product is [O:17]=[C:11]1[NH:12][C:13](=[O:16])[CH:14]=[CH:15][N:10]1[C@@H:3]1[O:4][C@H:5]([CH2:8][O:9][C:45]2[CH:46]=[CH:47][CH:48]=[CH:31][C:32]=2[O:33][P:34](=[N:36][C@@H:37]([CH3:44])[C:38]([O:40][CH:41]([CH3:43])[CH3:42])=[O:39])=[O:35])[C@@H:6]([OH:7])[C@:2]1([OH:1])[C:18]#[C:19][CH3:20]. The yield is 0.410. (3) The yield is 0.950. The catalyst is C(Cl)Cl. The product is [Cl:1][C:2]1[CH:3]=[C:4]([CH2:9][CH2:10][C:11]([N:16]([O:17][CH3:18])[CH3:15])=[O:13])[CH:5]=[CH:6][C:7]=1[Cl:8]. The reactants are [Cl:1][C:2]1[CH:3]=[C:4]([CH2:9][CH2:10][C:11]([OH:13])=O)[CH:5]=[CH:6][C:7]=1[Cl:8].Cl.[CH3:15][NH:16][O:17][CH3:18].CCN=C=NCCCN(C)C.C1C=CC2N(O)N=NC=2C=1. (4) The reactants are Cl.Cl.[C:3]([C:7]1[CH:12]=[CH:11][CH:10]=[CH:9][C:8]=1[N:13]1[CH2:18][CH2:17][NH:16][CH2:15][CH2:14]1)([CH3:6])([CH3:5])[CH3:4].[N:19]([CH2:22][C:23]([O:25][CH2:26][CH3:27])=[O:24])=[C:20]=[O:21].C(N(CC)CC)C.O1CCCC1. The catalyst is O. The product is [C:3]([C:7]1[CH:12]=[CH:11][CH:10]=[CH:9][C:8]=1[N:13]1[CH2:18][CH2:17][N:16]([C:20]([NH:19][CH2:22][C:23]([O:25][CH2:26][CH3:27])=[O:24])=[O:21])[CH2:15][CH2:14]1)([CH3:6])([CH3:4])[CH3:5]. The yield is 0.900. (5) The reactants are [C:1]([C:3]([C:6]1[CH:7]=[C:8]([CH:33]=[CH:34][CH:35]=1)[C:9]([NH:11][C:12]1[CH:13]=[CH:14][C:15]([CH3:32])=[C:16]([NH:18][C:19]([C:21]2[S:31][C:24]3=[N:25][C:26]([NH:29][CH3:30])=[CH:27][N:28]=[C:23]3[CH:22]=2)=[O:20])[CH:17]=1)=[O:10])([CH3:5])[CH3:4])#[N:2].ClC1N=C2SC([C:46](NC3C=C(NC(=O)C4C=CC=C(C(C#N)(C)C)C=4)C=CC=3C)=[O:47])=CC2=NC=1.NCCO. No catalyst specified. The product is [C:1]([C:3]([C:6]1[CH:7]=[C:8]([CH:33]=[CH:34][CH:35]=1)[C:9]([NH:11][C:12]1[CH:13]=[CH:14][C:15]([CH3:32])=[C:16]([NH:18][C:19]([C:21]2[S:31][C:24]3=[N:25][C:26]([NH:29][CH2:30][CH2:46][OH:47])=[CH:27][N:28]=[C:23]3[CH:22]=2)=[O:20])[CH:17]=1)=[O:10])([CH3:5])[CH3:4])#[N:2]. The yield is 0.150. (6) The reactants are [N-:1]=[N+:2]=[N-:3].[Na+].[F:5][C:6]1[C:7](F)=[C:8]([CH:11]=[CH:12][CH:13]=1)[C:9]#[N:10]. The catalyst is CC(N(C)C)=O.O.CCOCC. The product is [N:1]([C:11]1[CH:12]=[CH:13][C:6]([F:5])=[CH:7][C:8]=1[C:9]#[N:10])=[N+:2]=[N-:3]. The yield is 0.530.